Dataset: Catalyst prediction with 721,799 reactions and 888 catalyst types from USPTO. Task: Predict which catalyst facilitates the given reaction. (1) Reactant: [CH3:1][C:2]1[CH:6]=[C:5]([NH:7][C:8]2[N:16]=[CH:15][CH:14]=[CH:13][C:9]=2[C:10](O)=[O:11])[N:4]([C:17]2[CH:22]=[CH:21][CH:20]=[CH:19][CH:18]=2)[N:3]=1.CC[N:25]=C=NCCCN(C)C.Cl.C1C=NC2N(O)N=NC=2C=1.C(N(CC)CC)C.N. Product: [CH3:1][C:2]1[CH:6]=[C:5]([NH:7][C:8]2[N:16]=[CH:15][CH:14]=[CH:13][C:9]=2[C:10]([NH2:25])=[O:11])[N:4]([C:17]2[CH:22]=[CH:21][CH:20]=[CH:19][CH:18]=2)[N:3]=1. The catalyst class is: 98. (2) Reactant: [Br:1]N1C(=O)CCC1=O.[C:9]([C:13]1[N:22]2[CH:23]=[CH:24][N:25]=[C:21]2[C:20]2[CH:19]=[CH:18][CH:17]=[CH:16][C:15]=2[N:14]=1)([CH3:12])([CH3:11])[CH3:10]. The catalyst class is: 1. Product: [C:9]([C:13]1[N:22]2[C:23]([Br:1])=[CH:24][N:25]=[C:21]2[C:20]2[CH:19]=[CH:18][CH:17]=[CH:16][C:15]=2[N:14]=1)([CH3:12])([CH3:10])[CH3:11]. (3) Reactant: Br[C:2]1[CH:7]=[CH:6][C:5]([N:8]2[CH2:12][CH2:11][CH:10]([O:13][C:14]3[CH:15]=[C:16]4[C:21](=[CH:22][CH:23]=3)[CH2:20][N:19]([S:24]([CH3:27])(=[O:26])=[O:25])[CH2:18][CH2:17]4)[CH2:9]2)=[CH:4][CH:3]=1.CS(OC1C[CH2:36][N:35]([C:38]2[CH:43]=[CH:42][C:41](Br)=CC=2)C1)(=O)=O.CS([N:49]1CCC2C(=CC=C(O)C=2)[CH2:50]1)(=O)=O.CN(C=O)C. Product: [CH2:35]([C:38]1[CH:50]=[N:49][C:41]([C:2]2[CH:7]=[CH:6][C:5]([N:8]3[CH2:12][CH2:11][CH:10]([O:13][C:14]4[CH:15]=[C:16]5[C:21](=[CH:22][CH:23]=4)[CH2:20][N:19]([S:24]([CH3:27])(=[O:26])=[O:25])[CH2:18][CH2:17]5)[CH2:9]3)=[CH:4][CH:3]=2)=[N:42][CH:43]=1)[CH3:36]. The catalyst class is: 161. (4) Reactant: [C:1]([C:5]1[CH:6]=[C:7]([N:15]2[C:19]([CH:20]=[O:21])=[C:18]([CH3:22])[C:17]([C:23]([O:25][CH2:26][CH3:27])=[O:24])=[CH:16]2)[CH:8]=[C:9]([C:11]2([CH3:14])[CH2:13][CH2:12]2)[CH:10]=1)([CH3:4])([CH3:3])[CH3:2].S(=O)(=O)([OH:30])N.[O-]Cl=O.[Na+].OP([O-])(O)=O.[K+]. Product: [C:1]([C:5]1[CH:6]=[C:7]([N:15]2[CH:16]=[C:17]([C:23]([O:25][CH2:26][CH3:27])=[O:24])[C:18]([CH3:22])=[C:19]2[C:20]([OH:30])=[O:21])[CH:8]=[C:9]([C:11]2([CH3:14])[CH2:13][CH2:12]2)[CH:10]=1)([CH3:2])([CH3:3])[CH3:4]. The catalyst class is: 20. (5) Reactant: [CH3:1][N:2]1[C:11]2[C:6](=[CH:7][N:8]=[C:9]([CH3:12])[CH:10]=2)[CH:5]=[C:4]([C:13]2[CH:14]=[C:15]([NH:20][C:21]([N:23]3C=CN=C3)=[O:22])[CH:16]=[CH:17][C:18]=2[CH3:19])[C:3]1=[O:28].[CH3:29][CH:30]([CH3:36])[CH2:31][C:32]([NH:34]N)=[O:33]. Product: [CH3:1][N:2]1[C:11]2[C:6](=[CH:7][N:8]=[C:9]([CH3:12])[CH:10]=2)[CH:5]=[C:4]([C:13]2[CH:14]=[C:15]([NH:20][C:21]([NH:23][NH:34][C:32](=[O:33])[CH2:31][CH:30]([CH3:36])[CH3:29])=[O:22])[CH:16]=[CH:17][C:18]=2[CH3:19])[C:3]1=[O:28]. The catalyst class is: 1. (6) Reactant: [NH:1]1[CH2:11][CH2:10][CH2:9][CH:3]([C:4]([O:6][CH2:7][CH3:8])=[O:5])[CH2:2]1.CCN(C(C)C)C(C)C.[F:21][C:22]1[CH:30]=[CH:29][C:25]([C:26](Cl)=[O:27])=[CH:24][CH:23]=1. Product: [F:21][C:22]1[CH:30]=[CH:29][C:25]([C:26]([N:1]2[CH2:11][CH2:10][CH2:9][CH:3]([C:4]([O:6][CH2:7][CH3:8])=[O:5])[CH2:2]2)=[O:27])=[CH:24][CH:23]=1. The catalyst class is: 4. (7) Product: [O:8]1[C:7]2[CH:11]=[CH:12][C:4]([C:3]3[N:1]=[CH:2][O:31][C:30]=3[C:28]3[CH:27]=[CH:26][CH:25]=[C:24]([CH3:23])[N:29]=3)=[CH:5][C:6]=2[O:10][CH2:9]1. The catalyst class is: 100. Reactant: [N+:1]([CH:3](S(C1C=CC(C)=CC=1)(=O)=O)[C:4]1[CH:12]=[CH:11][C:7]2[O:8][CH2:9][O:10][C:6]=2[CH:5]=1)#[C-:2].[CH3:23][C:24]1[N:29]=[C:28]([CH:30]=[O:31])[CH:27]=[CH:26][CH:25]=1.C(=O)([O-])[O-].[K+].[K+].O. (8) Reactant: [N+:1]([C:4]1[CH:9]=[CH:8][CH:7]=[CH:6][C:5]=1[S:10]([NH:13][CH2:14][C:15]([O:17][CH2:18][CH3:19])=[O:16])(=[O:12])=[O:11])([O-:3])=[O:2].C(=O)([O-])[O-].[K+].[K+].[I-].[Na+].[C:28]([O:31][CH2:32][C:33]([CH2:35]Cl)=[O:34])(=[O:30])[CH3:29]. Product: [C:28]([O:31][CH2:32][C:33](=[O:34])[CH2:35][N:13]([S:10]([C:5]1[CH:6]=[CH:7][CH:8]=[CH:9][C:4]=1[N+:1]([O-:3])=[O:2])(=[O:12])=[O:11])[CH2:14][C:15]([O:17][CH2:18][CH3:19])=[O:16])(=[O:30])[CH3:29]. The catalyst class is: 35. (9) Reactant: [Br:1][C:2]1[C:3]([F:18])=[CH:4][C:5]2[O:14][CH2:13][CH2:12][N:11]3[C:7](=[N:8][C:9]([I:16])=[C:10]3I)[C:6]=2[CH:17]=1.C([Mg]Br)C. Product: [Br:1][C:2]1[C:3]([F:18])=[CH:4][C:5]2[O:14][CH2:13][CH2:12][N:11]3[C:7](=[N:8][C:9]([I:16])=[CH:10]3)[C:6]=2[CH:17]=1. The catalyst class is: 7. (10) Reactant: Br[C:2]1[N:7]=[C:6]([NH:8][C:9]([C:11]([CH3:14])([CH3:13])[CH3:12])=[O:10])[C:5]([O:15][CH3:16])=[CH:4][CH:3]=1.[NH3:17]. Product: [NH3:7].[CH3:9][OH:10].[NH2:17][C:2]1[N:7]=[C:6]([NH:8][C:9]([C:11]([CH3:14])([CH3:13])[CH3:12])=[O:10])[C:5]([O:15][CH3:16])=[CH:4][CH:3]=1. The catalyst class is: 196.